Dataset: Forward reaction prediction with 1.9M reactions from USPTO patents (1976-2016). Task: Predict the product of the given reaction. The product is: [OH:55][C:42]12[C:53]3[C:39](=[CH:38][CH:37]=[CH:36][CH:54]=3)[C:40](=[O:57])[C:41]1([NH:56][C:8](=[O:10])[C:7](=[O:11])[C:1]1[CH:2]=[CH:3][CH:4]=[CH:5][CH:6]=1)[C:45]1[CH:46]=[CH:47][C:48]([CH:50]([CH3:52])[CH3:51])=[CH:49][C:44]=1[O:43]2. Given the reactants [C:1]1([C:7](=[O:11])[C:8]([OH:10])=O)[CH:6]=[CH:5][CH:4]=[CH:3][CH:2]=1.CCN=C=NCCCN(C)C.C1C=CC2N(O)N=NC=2C=1.NCC[C:36]1[CH:54]=[C:53]2[C:39]([C:40](=[O:57])[C:41]3([NH2:56])[C:45]4[CH:46]=[CH:47][C:48]([CH:50]([CH3:52])[CH3:51])=[CH:49][C:44]=4[O:43][C:42]32[OH:55])=[CH:38][CH:37]=1.C(N(CC)CC)C, predict the reaction product.